From a dataset of Forward reaction prediction with 1.9M reactions from USPTO patents (1976-2016). Predict the product of the given reaction. (1) Given the reactants Br[C:2]1[CH:3]=[C:4]([CH3:28])[C:5]2[N:9]=[C:8]([O:10][CH2:11][CH3:12])[N:7]([CH2:13][C:14]3[CH:19]=[CH:18][C:17]([O:20][CH2:21][CH2:22][CH2:23][CH2:24][CH3:25])=[CH:16][C:15]=3[Cl:26])[C:6]=2[CH:27]=1.[CH2:29]([O:31][C:32]([C:34]1[CH:35]=[C:36](B(O)O)[CH:37]=[CH:38][CH:39]=1)=[O:33])[CH3:30], predict the reaction product. The product is: [Cl:26][C:15]1[CH:16]=[C:17]([O:20][CH2:21][CH2:22][CH2:23][CH2:24][CH3:25])[CH:18]=[CH:19][C:14]=1[CH2:13][N:7]1[C:6]2[CH:27]=[C:2]([C:38]3[CH:39]=[C:34]([CH:35]=[CH:36][CH:37]=3)[C:32]([O:31][CH2:29][CH3:30])=[O:33])[CH:3]=[C:4]([CH3:28])[C:5]=2[N:9]=[C:8]1[O:10][CH2:11][CH3:12]. (2) Given the reactants [CH3:1][O:2][C:3]1[C:12]2[C:11]3[CH:13]=[CH:14][C:15]([CH2:17][S:18]([NH2:21])(=[O:20])=[O:19])=[CH:16][C:10]=3[CH:9](OC)[O:8][C:7]=2[CH:6]=[CH:5][CH:4]=1.B(F)(F)F.CCOCC.[Br-].[CH2:34]([O:36][C:37](=[O:41])[CH2:38][CH2:39][Zn+])[CH3:35].C([O-])(O)=O.[Na+], predict the reaction product. The product is: [CH3:1][O:2][C:3]1[C:12]2[C:11]3[CH:13]=[CH:14][C:15]([CH2:17][S:18]([NH2:21])(=[O:19])=[O:20])=[CH:16][C:10]=3[CH:9]([CH2:39][CH2:38][C:37]([O:36][CH2:34][CH3:35])=[O:41])[O:8][C:7]=2[CH:6]=[CH:5][CH:4]=1.